This data is from Peptide-MHC class I binding affinity with 185,985 pairs from IEDB/IMGT. The task is: Regression. Given a peptide amino acid sequence and an MHC pseudo amino acid sequence, predict their binding affinity value. This is MHC class I binding data. The peptide sequence is KLMEEYLRR. The MHC is HLA-A31:01 with pseudo-sequence HLA-A31:01. The binding affinity (normalized) is 0.841.